Dataset: Forward reaction prediction with 1.9M reactions from USPTO patents (1976-2016). Task: Predict the product of the given reaction. (1) Given the reactants [NH2:1][C:2]1[S:3][C:4]([C:17]2[CH:22]=[CH:21][CH:20]=[C:19]([F:23])[CH:18]=2)=[C:5]([C:7]([N:9]2[CH2:14][C@H:13]3[C@H:11]([CH2:12]3)[C@H:10]2[CH2:15][NH2:16])=[O:8])[N:6]=1.[CH3:24][N:25]1[C:33]2[C:28](=[CH:29][CH:30]=[CH:31][CH:32]=2)[C:27]([C:34](O)=[O:35])=[N:26]1, predict the reaction product. The product is: [NH2:1][C:2]1[S:3][C:4]([C:17]2[CH:22]=[CH:21][CH:20]=[C:19]([F:23])[CH:18]=2)=[C:5]([C:7]([N:9]2[CH2:14][C@H:13]3[C@H:11]([CH2:12]3)[C@H:10]2[CH2:15][NH:16][C:34]([C:27]2[C:28]3[C:33](=[CH:32][CH:31]=[CH:30][CH:29]=3)[N:25]([CH3:24])[N:26]=2)=[O:35])=[O:8])[N:6]=1. (2) Given the reactants [O:1]([C:8]1[CH:13]=[CH:12][C:11]([C:14]2[C:15]([NH2:20])=[N:16][CH:17]=[CH:18][CH:19]=2)=[CH:10][CH:9]=1)[C:2]1[CH:7]=[CH:6][CH:5]=[CH:4][CH:3]=1.Cl[CH2:22][CH2:23][S:24](Cl)(=[O:26])=[O:25].O, predict the reaction product. The product is: [O:1]([C:8]1[CH:13]=[CH:12][C:11]([C:14]2[C:15]3=[N:20][S:24](=[O:26])(=[O:25])[CH2:23][CH2:22][N:16]3[CH:17]=[CH:18][CH:19]=2)=[CH:10][CH:9]=1)[C:2]1[CH:3]=[CH:4][CH:5]=[CH:6][CH:7]=1. (3) Given the reactants Cl.Cl.[F:3][C:4]([F:17])([F:16])[CH2:5][O:6][C:7]1[CH:8]=[CH:9][C:10]([C@H:13]([NH2:15])[CH3:14])=[N:11][CH:12]=1.[CH:18]([C:21]1[CH:26]=[CH:25][C:24]([CH2:27][C:28](O)=[O:29])=[CH:23][CH:22]=1)([CH3:20])[CH3:19].C(Cl)CCl.ON1C2N=CC=CC=2N=N1.C(N(C(C)C)CC)(C)C, predict the reaction product. The product is: [CH:18]([C:21]1[CH:26]=[CH:25][C:24]([CH2:27][C:28]([NH:15][C@@H:13]([C:10]2[CH:9]=[CH:8][C:7]([O:6][CH2:5][C:4]([F:3])([F:16])[F:17])=[CH:12][N:11]=2)[CH3:14])=[O:29])=[CH:23][CH:22]=1)([CH3:20])[CH3:19]. (4) Given the reactants [CH:1]1[C:10]2[C:5](=[CH:6][C:7]([C:11]([OH:13])=[O:12])=[CH:8][CH:9]=2)[CH:4]=[CH:3][C:2]=1[C:14]([OH:16])=[O:15].O.[OH-].[Li+:19], predict the reaction product. The product is: [CH:1]1[C:10]2[C:5](=[CH:6][C:7]([C:11]([O-:13])=[O:12])=[CH:8][CH:9]=2)[CH:4]=[CH:3][C:2]=1[C:14]([O-:16])=[O:15].[Li+:19].[Li+:19]. (5) Given the reactants [OH:1][C:2]1[CH:11]=[CH:10][C:5]([C:6]([O:8][CH3:9])=[O:7])=[CH:4][CH:3]=1.[OH-].[CH2:13]([N+:17]([CH2:26][CH2:27][CH2:28][CH3:29])([CH2:22][CH2:23][CH2:24][CH3:25])[CH2:18][CH2:19][CH2:20][CH3:21])[CH2:14][CH2:15][CH3:16], predict the reaction product. The product is: [CH3:9][O:8][C:6]([C:5]1[CH:10]=[CH:11][C:2]([O-:1])=[CH:3][CH:4]=1)=[O:7].[CH2:26]([N+:17]([CH2:13][CH2:14][CH2:15][CH3:16])([CH2:18][CH2:19][CH2:20][CH3:21])[CH2:22][CH2:23][CH2:24][CH3:25])[CH2:27][CH2:28][CH3:29]. (6) Given the reactants [CH:1]1([NH:8][C:9]([C:11]2[O:15][N:14]=[C:13]([C:16]3[CH:21]=[CH:20][CH:19]=[CH:18][CH:17]=3)[C:12]=2[NH2:22])=[O:10])[CH2:7][CH2:6][CH2:5][CH2:4][CH2:3][CH2:2]1.[CH3:23]C1C=CC(S(O)(=O)=O)=CC=1.C(OC(OCC)OCC)C, predict the reaction product. The product is: [CH:1]1([N:8]2[C:9](=[O:10])[C:11]3[O:15][N:14]=[C:13]([C:16]4[CH:17]=[CH:18][CH:19]=[CH:20][CH:21]=4)[C:12]=3[N:22]=[CH:23]2)[CH2:7][CH2:6][CH2:5][CH2:4][CH2:3][CH2:2]1. (7) Given the reactants F[C:2]1[C:11]([CH3:12])=[CH:10][C:5]([C:6]([O:8]C)=[O:7])=[CH:4][N:3]=1.[F:13][C:14]([F:21])([F:20])[CH2:15][O:16][CH2:17][CH2:18][OH:19], predict the reaction product. The product is: [CH3:12][C:11]1[C:2]([O:19][CH2:18][CH2:17][O:16][CH2:15][C:14]([F:21])([F:20])[F:13])=[N:3][CH:4]=[C:5]([CH:10]=1)[C:6]([OH:8])=[O:7]. (8) The product is: [CH2:18]([O:20][CH2:1][C:8]1[O:12][N:11]=[C:10]([C:13]([OH:15])=[O:14])[CH:9]=1)[C:19]1[CH:13]=[CH:10][CH:9]=[CH:8][CH:1]=1. Given the reactants [CH2:1]([C:8]1[O:12][N:11]=[C:10]([C:13]([O:15]CC)=[O:14])[CH:9]=1)C1C=CC=CC=1.[CH2:18]([OH:20])[CH3:19].[OH-].[K+], predict the reaction product.